This data is from Full USPTO retrosynthesis dataset with 1.9M reactions from patents (1976-2016). The task is: Predict the reactants needed to synthesize the given product. (1) Given the product [C:9]([O:13][C:14](=[O:15])[NH:1][C:2]1[O:3][CH:4]([CH3:8])[C:5](=[O:7])[N:6]=1)([CH3:12])([CH3:11])[CH3:10], predict the reactants needed to synthesize it. The reactants are: [NH2:1][C:2]1[O:3][CH:4]([CH3:8])[C:5](=[O:7])[N:6]=1.[C:9]([O:13][C:14](O[C:14]([O:13][C:9]([CH3:12])([CH3:11])[CH3:10])=[O:15])=[O:15])([CH3:12])([CH3:11])[CH3:10].C(N(CC)CC)C. (2) Given the product [CH3:1][O:2][C:3](=[O:17])[C:4]1[CH:9]=[CH:8][C:7]([NH:10][C:11](=[O:14])[CH2:12][N:13]=[CH:23][CH2:22][C:19]([C:20]#[N:21])([CH3:25])[CH3:18])=[C:6]([O:15][CH3:16])[CH:5]=1, predict the reactants needed to synthesize it. The reactants are: [CH3:1][O:2][C:3](=[O:17])[C:4]1[CH:9]=[CH:8][C:7]([NH:10][C:11](=[O:14])[CH2:12][NH2:13])=[C:6]([O:15][CH3:16])[CH:5]=1.[CH3:18][C:19]([CH3:25])([CH2:22][CH:23]=O)[C:20]#[N:21].CCN(CC)CC. (3) The reactants are: [C:1]([O:5][C:6](=[O:34])[CH2:7][N:8]1[C:17](=[O:18])[C:16]([O:19][CH3:20])=[C:15]2[C:10]([CH2:11][CH2:12][N:13]([CH2:22][C:23]3[CH:28]=[CH:27][C:26]([F:29])=[C:25]([Cl:30])[CH:24]=3)[C:14]2=[O:21])=[C:9]1C(O)=O)([CH3:4])([CH3:3])[CH3:2].C([N:37]([CH2:40]C)CC)C.C1(P(N=[N+]=[N-])(C2C=CC=CC=2)=[O:49])C=CC=CC=1.O1CCOCC1.[C:65]([OH:69])([CH3:68])([CH3:67])[CH3:66]. Given the product [C:65]([O:69][C:40]([NH:37][C:9]1[N:8]([CH2:7][C:6]([O:5][C:1]([CH3:4])([CH3:3])[CH3:2])=[O:34])[C:17](=[O:18])[C:16]([O:19][CH3:20])=[C:15]2[C:10]=1[CH2:11][CH2:12][N:13]([CH2:22][C:23]1[CH:28]=[CH:27][C:26]([F:29])=[C:25]([Cl:30])[CH:24]=1)[C:14]2=[O:21])=[O:49])([CH3:68])([CH3:67])[CH3:66], predict the reactants needed to synthesize it. (4) Given the product [CH2:1]([O:8][CH2:9][C@H:10]([NH2:20])[CH2:11][O:12][Si:13]([C:16]([CH3:18])([CH3:17])[CH3:19])([CH3:14])[CH3:15])[C:2]1[CH:7]=[CH:6][CH:5]=[CH:4][CH:3]=1, predict the reactants needed to synthesize it. The reactants are: [CH2:1]([O:8][CH2:9][C@H:10]([NH:20]C(C1C=CC=CC=1)(C1C=CC=CC=1)C1C=CC=CC=1)[CH2:11][O:12][Si:13]([C:16]([CH3:19])([CH3:18])[CH3:17])([CH3:15])[CH3:14])[C:2]1[CH:7]=[CH:6][CH:5]=[CH:4][CH:3]=1.B(F)(F)F.CCOCC.[OH-].[Na+].